Task: Regression. Given a peptide amino acid sequence and an MHC pseudo amino acid sequence, predict their binding affinity value. This is MHC class I binding data.. Dataset: Peptide-MHC class I binding affinity with 185,985 pairs from IEDB/IMGT (1) The peptide sequence is ELRRQVDQL. The MHC is HLA-A68:02 with pseudo-sequence HLA-A68:02. The binding affinity (normalized) is 0.344. (2) The peptide sequence is CASSSDWFY. The MHC is HLA-A68:02 with pseudo-sequence HLA-A68:02. The binding affinity (normalized) is 0.0847.